This data is from Forward reaction prediction with 1.9M reactions from USPTO patents (1976-2016). The task is: Predict the product of the given reaction. (1) Given the reactants [CH2:1]([O:3][C:4]([C:6]1[C:11](=[O:12])[N:10]([CH2:13][C:14]2[CH:19]=[CH:18][CH:17]=[CH:16][CH:15]=2)[C:9]2[S:20][CH:21]=[C:22]([CH3:23])[C:8]=2[C:7]=1O)=[O:5])[CH3:2].C(OC(C1C(=O)N(CC2C=CC=CC=2)C2SC=CC=2C=1[N:47]1[CH2:52][CH2:51][N:50]([C:53]([C:55]2[S:56][CH:57]=[CH:58][CH:59]=2)=[O:54])[CH2:49][CH2:48]1)=O)C, predict the reaction product. The product is: [CH2:1]([O:3][C:4]([C:6]1[C:11](=[O:12])[N:10]([CH2:13][C:14]2[CH:19]=[CH:18][CH:17]=[CH:16][CH:15]=2)[C:9]2[S:20][CH:21]=[C:22]([CH3:23])[C:8]=2[C:7]=1[N:47]1[CH2:52][CH2:51][N:50]([C:53]([C:55]2[S:56][CH:57]=[CH:58][CH:59]=2)=[O:54])[CH2:49][CH2:48]1)=[O:5])[CH3:2]. (2) The product is: [C:1]([O:5][C:6](=[O:23])[N:7]([C:9]([C:15]1[CH:20]=[CH:19][C:18]([Cl:21])=[C:17]([Cl:22])[CH:16]=1)([CH2:13][NH:29][CH3:28])[CH2:10][CH:11]=[CH2:12])[CH3:8])([CH3:4])([CH3:3])[CH3:2]. Given the reactants [C:1]([O:5][C:6](=[O:23])[N:7]([C:9]([C:15]1[CH:20]=[CH:19][C:18]([Cl:21])=[C:17]([Cl:22])[CH:16]=1)([CH:13]=O)[CH2:10][CH:11]=[CH2:12])[CH3:8])([CH3:4])([CH3:3])[CH3:2].CN.CO.[C:28]([BH3-])#[N:29].[Na+], predict the reaction product. (3) The product is: [C:11]([O:15][C:16]([N:18]1[CH2:22][C@H:21]([S:23][CH2:24][C:25]2[CH:30]=[CH:29][C:28]([O:31][CH3:32])=[CH:27][CH:26]=2)[CH2:20][C@H:19]1[CH:33]=[O:34])=[O:17])([CH3:14])([CH3:13])[CH3:12]. Given the reactants C(Cl)(=O)C(Cl)=O.CS(C)=O.[C:11]([O:15][C:16]([N:18]1[CH2:22][C@H:21]([S:23][CH2:24][C:25]2[CH:30]=[CH:29][C:28]([O:31][CH3:32])=[CH:27][CH:26]=2)[CH2:20][C@H:19]1[CH2:33][OH:34])=[O:17])([CH3:14])([CH3:13])[CH3:12].CCN(C(C)C)C(C)C, predict the reaction product. (4) Given the reactants C([C@@H]1COC(=O)N1[C:14](=[O:25])[C@@H:15]([C:17]1[CH:22]=[CH:21][C:20]([Br:23])=[CH:19][C:18]=1[F:24])[CH3:16])C1C=CC=CC=1.[BH4-].[Na+], predict the reaction product. The product is: [Br:23][C:20]1[CH:21]=[CH:22][C:17]([C@@H:15]([CH3:16])[CH2:14][OH:25])=[C:18]([F:24])[CH:19]=1. (5) Given the reactants [CH2:1]([O:3][C:4]([C:6]1[C:14]2[C:9](=[CH:10][C:11](Br)=[C:12](OC)[CH:13]=2)[N:8]([CH:18]2[CH2:20][CH2:19]2)[C:7]=1[CH3:21])=[O:5])[CH3:2].[CH3:22][C:23]1[CH:24]=[C:25]([OH:38])[CH:26]=[CH:27][C:28]=1B1OC(C)(C)C(C)(C)O1.[C:39](=O)([O-])[O-].[Na+].[Na+].Cl, predict the reaction product. The product is: [CH2:1]([O:3][C:4]([C:6]1[C:14]2[C:9](=[CH:10][C:11]([C:28]3[CH:27]=[CH:26][C:25]([OH:38])=[CH:24][C:23]=3[CH3:22])=[C:12]([CH3:39])[CH:13]=2)[N:8]([CH:18]2[CH2:20][CH2:19]2)[C:7]=1[CH3:21])=[O:5])[CH3:2]. (6) Given the reactants [F:1][C:2]1[C:3]([F:12])=[CH:4][C:5]2[S:9][C:8]([NH2:10])=[N:7][C:6]=2[CH:11]=1.[CH3:13][C:14]1[CH:15]=[C:16]([CH:20]=[C:21]([O:23][C:24]([F:27])([F:26])[F:25])[CH:22]=1)[C:17](Cl)=[O:18].Br[CH:29]([CH2:34][CH3:35])[C:30]([O:32]C)=[O:31].COC1C=CC2N=C(N)SC=2C=1.ClC1C=C(C=CC=1)C(Cl)=O.BrCC(OCC)=O, predict the reaction product. The product is: [F:1][C:2]1[C:3]([F:12])=[CH:4][C:5]2[S:9][C:8](=[N:10][C:17](=[O:18])[C:16]3[CH:20]=[C:21]([O:23][C:24]([F:27])([F:26])[F:25])[CH:22]=[C:14]([CH3:13])[CH:15]=3)[N:7]([CH:29]([CH2:34][CH3:35])[C:30]([OH:32])=[O:31])[C:6]=2[CH:11]=1. (7) Given the reactants [Br:1][C:2]1[CH:19]=[CH:18][CH:17]=[C:16]([Cl:20])[C:3]=1[CH2:4][CH:5](C(OCC)=O)[C:6]([O:8][CH2:9][CH3:10])=[O:7].O.[Cl-].[Li+], predict the reaction product. The product is: [Br:1][C:2]1[CH:19]=[CH:18][CH:17]=[C:16]([Cl:20])[C:3]=1[CH2:4][CH2:5][C:6]([O:8][CH2:9][CH3:10])=[O:7].